This data is from NCI-60 drug combinations with 297,098 pairs across 59 cell lines. The task is: Regression. Given two drug SMILES strings and cell line genomic features, predict the synergy score measuring deviation from expected non-interaction effect. (1) Drug 1: CS(=O)(=O)C1=CC(=C(C=C1)C(=O)NC2=CC(=C(C=C2)Cl)C3=CC=CC=N3)Cl. Drug 2: C1C(C(OC1N2C=C(C(=O)NC2=O)F)CO)O. Cell line: MCF7. Synergy scores: CSS=39.0, Synergy_ZIP=8.59, Synergy_Bliss=8.92, Synergy_Loewe=-0.669, Synergy_HSA=11.4. (2) Drug 1: CC1=C(N=C(N=C1N)C(CC(=O)N)NCC(C(=O)N)N)C(=O)NC(C(C2=CN=CN2)OC3C(C(C(C(O3)CO)O)O)OC4C(C(C(C(O4)CO)O)OC(=O)N)O)C(=O)NC(C)C(C(C)C(=O)NC(C(C)O)C(=O)NCCC5=NC(=CS5)C6=NC(=CS6)C(=O)NCCC[S+](C)C)O. Drug 2: CC1CCCC2(C(O2)CC(NC(=O)CC(C(C(=O)C(C1O)C)(C)C)O)C(=CC3=CSC(=N3)C)C)C. Cell line: U251. Synergy scores: CSS=70.5, Synergy_ZIP=-5.60, Synergy_Bliss=-6.45, Synergy_Loewe=-0.357, Synergy_HSA=1.26. (3) Drug 1: C1CCN(CC1)CCOC2=CC=C(C=C2)C(=O)C3=C(SC4=C3C=CC(=C4)O)C5=CC=C(C=C5)O. Drug 2: CN1C2=C(C=C(C=C2)N(CCCl)CCCl)N=C1CCCC(=O)O.Cl. Cell line: SK-MEL-2. Synergy scores: CSS=10.9, Synergy_ZIP=3.22, Synergy_Bliss=11.7, Synergy_Loewe=7.13, Synergy_HSA=7.16.